From a dataset of Forward reaction prediction with 1.9M reactions from USPTO patents (1976-2016). Predict the product of the given reaction. Given the reactants [CH3:1][O:2][C:3]1[CH:8]=[CH:7][C:6]([S:9][CH2:10][C:11](OCC)=[O:12])=[C:5]([N+:16]([O-])=O)[CH:4]=1.COC1C=CC2OCC(=O)NC=2C=1, predict the reaction product. The product is: [CH3:1][O:2][C:3]1[CH:8]=[CH:7][C:6]2[S:9][CH2:10][C:11](=[O:12])[NH:16][C:5]=2[CH:4]=1.